This data is from Peptide-MHC class I binding affinity with 185,985 pairs from IEDB/IMGT. The task is: Regression. Given a peptide amino acid sequence and an MHC pseudo amino acid sequence, predict their binding affinity value. This is MHC class I binding data. (1) The peptide sequence is AINSEMFLR. The MHC is HLA-A68:01 with pseudo-sequence HLA-A68:01. The binding affinity (normalized) is 0.566. (2) The peptide sequence is GIFCFRIL. The MHC is H-2-Kb with pseudo-sequence H-2-Kb. The binding affinity (normalized) is 0.740. (3) The peptide sequence is FPLWNTEKI. The MHC is HLA-B51:01 with pseudo-sequence HLA-B51:01. The binding affinity (normalized) is 0.606. (4) The peptide sequence is NPTQAPVIQLHAVY. The MHC is HLA-B35:01 with pseudo-sequence HLA-B35:01. The binding affinity (normalized) is 0.203. (5) The MHC is Mamu-B01 with pseudo-sequence Mamu-B01. The binding affinity (normalized) is 0. The peptide sequence is PDNGDYSEV.